From a dataset of Experimentally validated miRNA-target interactions with 360,000+ pairs, plus equal number of negative samples. Binary Classification. Given a miRNA mature sequence and a target amino acid sequence, predict their likelihood of interaction. The miRNA is hsa-miR-656-3p with sequence AAUAUUAUACAGUCAACCUCU. The protein sequence of the target gene is MSLSRSEEMHRLTENVYKTIMEQFNPSLRNFIAMGKNYEKALAGVTFAAKGYFDALVKMGELASESQGSKELGDVLFQMAEVHRQIQNQLEETLKSFHNELLTQLEQKVELDSRYLSAALKKYQTEQRSKGDALDKCQAELKKLRKKSQGSKNPQKYSDKELQYIDAISNKQGELENYVSDGYKTALTEERRRFCFLVEKQCAVAKNSAAYHSKGKELLAQKLPLWQQACADPNKIPDRAVQLMQQMANSNGSILPSALSASKSNLVISDPIPGAKPLPVPPELAPFVGRMSAQENVPVM.... Result: 0 (no interaction).